Task: Predict the reaction yield, written as a fraction of the theoretical maximum amount of product (1.0 means a 100% yield; for example, 0.34 means a 34% yield).. Dataset: Reaction yield outcomes from USPTO patents with 853,638 reactions (1) The reactants are [CH2:1]([C:3]1[CH:4]=[C:5]2[C:9](=[CH:10][C:11]=1[N+:12]([O-])=O)[NH:8][CH:7]=[CH:6]2)[CH3:2]. The catalyst is [Ni]. The product is [CH2:1]([C:3]1[CH:4]=[C:5]2[C:9](=[CH:10][C:11]=1[NH2:12])[NH:8][CH:7]=[CH:6]2)[CH3:2]. The yield is 0.480. (2) The yield is 0.740. The catalyst is CCOC(C)=O. The reactants are [Br:1][C:2]1[CH:7]=[CH:6][C:5]([C:8](=O)[CH2:9][NH:10][C:11]([C@@H:13]2[CH2:17][C:16]([F:19])([F:18])[CH2:15][N:14]2[C:20]([O:22][C:23]([CH3:26])([CH3:25])[CH3:24])=[O:21])=O)=[CH:4][CH:3]=1.C(O)(=O)C.C(O)(=O)C.[NH3:36].C1(C)C(C)=CC=CC=1. The product is [Br:1][C:2]1[CH:7]=[CH:6][C:5]([C:8]2[NH:36][C:11]([C@@H:13]3[CH2:17][C:16]([F:19])([F:18])[CH2:15][N:14]3[C:20]([O:22][C:23]([CH3:26])([CH3:25])[CH3:24])=[O:21])=[N:10][CH:9]=2)=[CH:4][CH:3]=1. (3) The reactants are Br[C:2]1[CH:3]=[CH:4][C:5]2[C:11]3[S:12][C:13]([C:15]([N:17]([C:19]4[CH:24]=[C:23]([C:25]([N:27]5[CH2:30][C:29]([F:32])([F:31])[CH2:28]5)=[O:26])[CH:22]=[CH:21][C:20]=4[Cl:33])[CH3:18])=[O:16])=[CH:14][C:10]=3[CH2:9][CH2:8][O:7][C:6]=2[CH:34]=1.CC1(C)C2C(=C(P(C3C=CC=CC=3)C3C=CC=CC=3)C=CC=2)[O:56][C:38]2C(P(C3C=CC=CC=3)C3C=CC=CC=3)=CC=CC1=2.[CH3:77][S:78]([CH2:81][CH2:82][NH2:83])(=[O:80])=[O:79].Cl.C([O-])([O-])=O.[Na+].[Na+]. The catalyst is C1(C)C=CC=CC=1.CN(C=O)C.CC([O-])=O.CC([O-])=O.[Pd+2]. The product is [Cl:33][C:20]1[CH:21]=[CH:22][C:23]([C:25]([N:27]2[CH2:28][C:29]([F:31])([F:32])[CH2:30]2)=[O:26])=[CH:24][C:19]=1[N:17]([CH3:18])[C:15]([C:13]1[S:12][C:11]2[C:5]3[CH:4]=[CH:3][C:2]([C:38]([NH:83][CH2:82][CH2:81][S:78]([CH3:77])(=[O:80])=[O:79])=[O:56])=[CH:34][C:6]=3[O:7][CH2:8][CH2:9][C:10]=2[CH:14]=1)=[O:16]. The yield is 0.270. (4) The yield is 0.940. The reactants are [Br:1][CH2:2][CH2:3][CH2:4][CH2:5][CH2:6][CH2:7][CH2:8][CH2:9][CH2:10][OH:11].C(=O)(O)[O-].[Na+].[Br-].[K+].S(=O)(O)[O-].[Na+]. The product is [Br:1][CH2:2][CH2:3][CH2:4][CH2:5][CH2:6][CH2:7][CH2:8][CH2:9][CH:10]=[O:11]. The catalyst is O.ClCCl. (5) The product is [Cl:13][C:4]1[NH:3][C:2](=[O:14])[C:7]2[CH:8]=[CH:9][N:10]([CH2:11][CH3:12])[C:6]=2[CH:5]=1. The yield is 0.328. The reactants are Cl[C:2]1[C:7]2[CH:8]=[CH:9][N:10]([CH2:11][CH3:12])[C:6]=2[CH:5]=[C:4]([Cl:13])[N:3]=1.[OH-:14].[Na+].Cl. The catalyst is O1CCOCC1. (6) The reactants are [CH:1]([O:4][C:5]1[CH:13]=[CH:12][C:8]([C:9](O)=[O:10])=[CH:7][C:6]=1[C:14]([F:17])([F:16])[F:15])([CH3:3])[CH3:2].CO.Cl. The catalyst is C1COCC1. The product is [CH:1]([O:4][C:5]1[CH:13]=[CH:12][C:8]([CH2:9][OH:10])=[CH:7][C:6]=1[C:14]([F:15])([F:16])[F:17])([CH3:3])[CH3:2]. The yield is 0.990.